From a dataset of Forward reaction prediction with 1.9M reactions from USPTO patents (1976-2016). Predict the product of the given reaction. (1) Given the reactants Cl[C:2]1[C:3]2[N:4]([CH:10]=[CH:11][CH:12]=2)[N:5]=[CH:6][C:7]=1[C:8]#[N:9].Cl.[O:14]1[CH2:19][CH2:18][CH2:17][CH:16]([NH2:20])[CH2:15]1.CCN(C(C)C)C(C)C, predict the reaction product. The product is: [O:14]1[CH2:19][CH2:18][CH2:17][CH:16]([NH:20][C:2]2[C:3]3[N:4]([CH:10]=[CH:11][CH:12]=3)[N:5]=[CH:6][C:7]=2[C:8]#[N:9])[CH2:15]1. (2) Given the reactants [CH3:1][CH:2]1[CH2:6][CH2:5][CH:4]([CH3:7])[NH:3]1.C[O:9][C:10]([C:12]1[C:16]([NH:17][C:18]([C:20]2[C:25]([NH:26][C:27]3[CH:28]=[N:29][CH:30]=[N:31][CH:32]=3)=[CH:24][CH:23]=[C:22]([CH:33]3[CH2:35][CH2:34]3)[N:21]=2)=[O:19])=[CH:15][N:14]([CH3:36])[N:13]=1)=O, predict the reaction product. The product is: [CH3:1][CH:2]1[CH2:6][CH2:5][CH:4]([CH3:7])[N:3]1[C:10]([C:12]1[C:16]([NH:17][C:18]([C:20]2[C:25]([NH:26][C:27]3[CH:28]=[N:29][CH:30]=[N:31][CH:32]=3)=[CH:24][CH:23]=[C:22]([CH:33]3[CH2:35][CH2:34]3)[N:21]=2)=[O:19])=[CH:15][N:14]([CH3:36])[N:13]=1)=[O:9]. (3) Given the reactants [CH3:1][Si:2]([CH3:5])([CH3:4])Cl.[CH3:6][O:7][C:8]1[CH:13]=[CH:12][C:11]([OH:14])=[CH:10][CH:9]=1.C(N(CC)CC)C, predict the reaction product. The product is: [CH3:6][O:7][C:8]1[CH:13]=[CH:12][C:11]([O:14][Si:2]([CH3:5])([CH3:4])[CH3:1])=[CH:10][CH:9]=1. (4) Given the reactants Br[C:2]1[CH:7]=[CH:6][C:5]([S:8]([N:11]2[CH2:16][CH2:15][CH:14]([N:17]3[CH2:22][CH2:21][CH:20]([CH3:23])[CH2:19][CH2:18]3)[CH2:13][CH2:12]2)(=[O:10])=[O:9])=[CH:4][CH:3]=1.[C:24]1(B(O)O)[CH:29]=[CH:28][CH:27]=[CH:26][CH:25]=1.C([O-])([O-])=O.[Na+].[Na+], predict the reaction product. The product is: [C:2]1([C:24]2[CH:29]=[CH:28][CH:27]=[CH:26][CH:25]=2)[CH:7]=[CH:6][C:5]([S:8]([N:11]2[CH2:16][CH2:15][CH:14]([N:17]3[CH2:22][CH2:21][CH:20]([CH3:23])[CH2:19][CH2:18]3)[CH2:13][CH2:12]2)(=[O:10])=[O:9])=[CH:4][CH:3]=1. (5) Given the reactants CC[C@@H]1[C@@H]2C[C@H]([C@@H](OC3C4C(=CC=CC=4)C(O[C@@H](C4C=CN=C5C=4[CH:49]=[C:50]([O:57]C)[CH:51]=C5)[C@@H]4N5C[C@H](CC)[C@@H](CC5)C4)=NN=3)C3C=CN=C4C=3[CH:49]=[C:50]([O:57]C)[CH:51]=C4)N(CC2)C1.C(OC(C1[CH:71]=[CH:70][C:69]([F:72])=[CH:68][CH:67]=1)(C)C)C=C.S([O-])([O-])=O.[Na+].[Na+].[CH3:79][C:80]([OH:83])([CH3:82])[CH3:81].[OH2:84], predict the reaction product. The product is: [F:72][C:69]1[CH:68]=[CH:67][C:79]([C:80]([CH3:82])([O:83][CH2:49][C@@H:50]([OH:57])[CH2:51][OH:84])[CH3:81])=[CH:71][CH:70]=1. (6) Given the reactants [CH2:1]([Mg]Br)[CH3:2].CN(C=[N:9][S:10]([C:13]1[CH:18]=[CH:17][C:16]([C:19]2[C:24]([O:25][CH3:26])=[CH:23][CH:22]=[C:21]([C:27]3[S:31][C:30]([C:32](N(OC)C)=[O:33])=[C:29]([CH3:38])[C:28]=3[CH3:39])[CH:20]=2)=[CH:15][CH:14]=1)(=[O:12])=[O:11])C, predict the reaction product. The product is: [CH3:39][C:28]1[C:29]([CH3:38])=[C:30]([C:32](=[O:33])[CH2:1][CH3:2])[S:31][C:27]=1[C:21]1[CH:22]=[CH:23][C:24]([O:25][CH3:26])=[C:19]([C:16]2[CH:15]=[CH:14][C:13]([S:10]([NH2:9])(=[O:12])=[O:11])=[CH:18][CH:17]=2)[CH:20]=1. (7) Given the reactants [CH2:1]([O:8][CH2:9][C@H:10]([C:12]1[C:13]([CH3:35])=[N:14][O:15][C:16]=1[C:17]1[CH:22]=[CH:21][C:20]([C:23]2[CH:28]=[CH:27][C:26]([C:29]3([C:32](O)=[O:33])[CH2:31][CH2:30]3)=[CH:25][CH:24]=2)=[CH:19][CH:18]=1)[OH:11])[C:2]1[CH:7]=[CH:6][CH:5]=[CH:4][CH:3]=1.C(N1C=CN=C1)(N1C=CN=C1)=O.[CH3:48][S:49]([NH2:52])(=[O:51])=[O:50].N12CCCN=C1CCCCC2, predict the reaction product. The product is: [CH2:1]([O:8][CH2:9][C@H:10]([C:12]1[C:13]([CH3:35])=[N:14][O:15][C:16]=1[C:17]1[CH:18]=[CH:19][C:20]([C:23]2[CH:28]=[CH:27][C:26]([C:29]3([C:32]([NH:52][S:49]([CH3:48])(=[O:51])=[O:50])=[O:33])[CH2:31][CH2:30]3)=[CH:25][CH:24]=2)=[CH:21][CH:22]=1)[OH:11])[C:2]1[CH:7]=[CH:6][CH:5]=[CH:4][CH:3]=1. (8) Given the reactants [N+:1]([C:4]1[CH:5]=[C:6]([CH:9]=[CH:10][CH:11]=1)[CH:7]=[O:8])([O-:3])=[O:2].C1(C)C=CC(S([CH2:21][N+:22]#[C-:23])(=O)=O)=CC=1.C(=O)([O-])[O-].[K+].[K+], predict the reaction product. The product is: [O:8]1[C:7]([C:6]2[CH:5]=[C:4]([N+:1]([O-:3])=[O:2])[CH:11]=[CH:10][CH:9]=2)=[CH:23][N:22]=[CH:21]1.